Dataset: TCR-epitope binding with 47,182 pairs between 192 epitopes and 23,139 TCRs. Task: Binary Classification. Given a T-cell receptor sequence (or CDR3 region) and an epitope sequence, predict whether binding occurs between them. (1) The epitope is RPRGEVRFL. The TCR CDR3 sequence is CASRLIGGGTEAFF. Result: 1 (the TCR binds to the epitope). (2) The epitope is KLVALGINAV. The TCR CDR3 sequence is CASREDGASGSPDTQYF. Result: 1 (the TCR binds to the epitope). (3) The epitope is FRYMNSQGL. The TCR CDR3 sequence is CASLRLGEGGEQFF. Result: 0 (the TCR does not bind to the epitope). (4) Result: 0 (the TCR does not bind to the epitope). The TCR CDR3 sequence is CASTETGYGAFF. The epitope is SLVKPSFYV. (5) The epitope is ATDALMTGY. The TCR CDR3 sequence is CASSQDLSGRTNEQFF. Result: 0 (the TCR does not bind to the epitope). (6) The epitope is EEHVQIHTI. The TCR CDR3 sequence is CASSQEGGMNTEAFF. Result: 1 (the TCR binds to the epitope). (7) The epitope is LEPLVDLPI. The TCR CDR3 sequence is CASSFGNILPSGANVLTF. Result: 1 (the TCR binds to the epitope). (8) The epitope is RPPIFIRRL. The TCR CDR3 sequence is CASSSVDRTISNEQFF. Result: 0 (the TCR does not bind to the epitope).